From a dataset of Full USPTO retrosynthesis dataset with 1.9M reactions from patents (1976-2016). Predict the reactants needed to synthesize the given product. (1) Given the product [C:1]1([CH:7]([C:30]2[CH:35]=[CH:34][CH:33]=[CH:32][CH:31]=2)[N:8]2[C:16]3[C:11](=[CH:12][CH:13]=[CH:14][CH:15]=3)[CH:10]([C:17]3[C:26]([OH:27])=[CH:25][C:20]4[N:21]=[C:22]([CH3:24])[O:23][C:19]=4[CH:18]=3)[C:9]2=[O:29])[CH:2]=[CH:3][CH:4]=[CH:5][CH:6]=1, predict the reactants needed to synthesize it. The reactants are: [C:1]1([CH:7]([C:30]2[CH:35]=[CH:34][CH:33]=[CH:32][CH:31]=2)[N:8]2[C:16]3[C:11](=[CH:12][CH:13]=[CH:14][CH:15]=3)[C:10](O)([C:17]3[C:26]([OH:27])=[CH:25][C:20]4[N:21]=[C:22]([CH3:24])[O:23][C:19]=4[CH:18]=3)[C:9]2=[O:29])[CH:6]=[CH:5][CH:4]=[CH:3][CH:2]=1.OC1(C2C(O)=CC3N=C(C)SC=3C=2)C2C(=CC=CC=2)NC1=O. (2) Given the product [F:1][C:2]1[CH:3]=[C:4]2[C:6]([C:14](=[O:13])[C:15]([C:21]#[N:22])=[CH:16][NH:5]2)=[CH:7][C:8]=1[O:9][CH3:10], predict the reactants needed to synthesize it. The reactants are: [F:1][C:2]1[CH:3]=[C:4]([CH:6]=[CH:7][C:8]=1[O:9][CH3:10])[NH2:5].C([O:13][CH:14]=[C:15]([C:21]#[N:22])[C:16](OCC)=O)C.C1(OC2C=CC=CC=2)C=CC=CC=1.C1(C2C=CC=CC=2)C=CC=CC=1. (3) Given the product [CH3:1][O:2][C:3](=[O:4])[NH:5][C:6]1[CH:11]=[CH:10][C:9]([NH:12][CH2:13][CH:14]2[CH2:19][CH2:18][CH2:17][CH2:16][N:15]2[CH3:20])=[C:8]([N+:27]([O-:29])=[O:28])[CH:7]=1, predict the reactants needed to synthesize it. The reactants are: [CH3:1][O:2][C:3]([NH:5][C:6]1[CH:11]=[CH:10][C:9]([NH:12][CH2:13][CH:14]2[CH2:19][CH2:18][CH2:17][CH2:16][N:15]2[C:20](OC(C)(C)C)=O)=[C:8]([N+:27]([O-:29])=[O:28])[CH:7]=1)=[O:4].[BH-](OC(C)=O)(OC(C)=O)OC(C)=O.[Na+]. (4) Given the product [F:14][C:15]1[CH:20]=[C:19]([C:5]2[CH:4]=[N:3][C:2]([NH:30][C:27]3[CH:28]=[CH:29][N:25]([CH3:24])[N:26]=3)=[C:11]3[C:6]=2[CH:7]=[CH:8][C:9]([CH3:12])=[N:10]3)[CH:18]=[N:17][CH:16]=1, predict the reactants needed to synthesize it. The reactants are: Cl[C:2]1[N:3]=[CH:4][C:5](I)=[C:6]2[C:11]=1[N:10]=[C:9]([CH3:12])[CH:8]=[CH:7]2.[F:14][C:15]1[CH:16]=[N:17][CH:18]=[C:19](B(O)O)[CH:20]=1.[CH3:24][N:25]1[CH:29]=[CH:28][C:27]([NH2:30])=[N:26]1. (5) Given the product [CH3:1][NH:8][CH2:9][C@H:10]([NH:17][C:18](=[O:24])[O:19][C:20]([CH3:22])([CH3:21])[CH3:23])[C:11]1[CH:16]=[CH:15][CH:14]=[CH:13][CH:12]=1, predict the reactants needed to synthesize it. The reactants are: [CH2:1]([N:8](C)[CH2:9][C@H:10]([NH:17][C:18](=[O:24])[O:19][C:20]([CH3:23])([CH3:22])[CH3:21])[C:11]1[CH:16]=[CH:15][CH:14]=[CH:13][CH:12]=1)C1C=CC=CC=1. (6) Given the product [C:1]1([C:7]([C:9]2[CH:17]=[C:16]3[C:12]([C:13]([CH:26]=[CH:27][C:28]4[CH:29]=[CH:30][CH:31]=[CH:32][CH:33]=4)=[N:14][N:15]3[CH2:18][O:19][CH2:20][CH2:21][Si:22]([CH3:25])([CH3:24])[CH3:23])=[CH:11][CH:10]=2)=[O:8])[CH:2]=[CH:3][CH:4]=[CH:5][CH:6]=1, predict the reactants needed to synthesize it. The reactants are: [C:1]1([CH:7]([C:9]2[CH:17]=[C:16]3[C:12]([C:13]([CH:26]=[CH:27][C:28]4[CH:33]=[CH:32][CH:31]=[CH:30][CH:29]=4)=[N:14][N:15]3[CH2:18][O:19][CH2:20][CH2:21][Si:22]([CH3:25])([CH3:24])[CH3:23])=[CH:11][CH:10]=2)[OH:8])[CH:6]=[CH:5][CH:4]=[CH:3][CH:2]=1.CC(OI1(OC(C)=O)(OC(C)=O)OC(=O)C2C=CC=CC1=2)=O. (7) The reactants are: [C:1]([OH:20])(=[O:19])[CH2:2][CH2:3][CH2:4][CH2:5][CH2:6][CH2:7][CH2:8]/[CH:9]=[CH:10]\[CH2:11][CH2:12][CH2:13][CH2:14][CH2:15][CH2:16][CH2:17][CH3:18].C([OH:31])CCCCCCC(C)C.[OH-].[Mg+2:33].[OH-].[C:35](=[O:37])=[O:36]. Given the product [C:1]1([OH:20])[CH:2]=[CH:3][CH:4]=[CH:5][CH:6]=1.[C:1]([O-:20])(=[O:19])[CH2:2][CH2:3][CH2:4][CH2:5][CH2:6][CH2:7][CH2:8]/[CH:9]=[CH:10]\[CH2:11][CH2:12][CH2:13][CH2:14][CH2:15][CH2:16][CH2:17][CH3:18].[Mg+2:33].[C:1]([O-:20])(=[O:19])[CH2:2][CH2:3][CH2:4][CH2:5][CH2:6][CH2:7][CH2:8]/[CH:9]=[CH:10]\[CH2:11][CH2:12][CH2:13][CH2:14][CH2:15][CH2:16][CH2:17][CH3:18].[C:35](=[O:31])([O-:37])[O-:36], predict the reactants needed to synthesize it.